From a dataset of Reaction yield outcomes from USPTO patents with 853,638 reactions. Predict the reaction yield, written as a fraction of the theoretical maximum amount of product (1.0 means a 100% yield; for example, 0.34 means a 34% yield). (1) The reactants are [CH2:1]([C:8]1[N:12]([CH3:13])[N:11]=[CH:10][C:9]=1Br)[C:2]1[CH:7]=[CH:6][CH:5]=[CH:4][CH:3]=1.[B:15](OC(C)C)([O:20]C(C)C)[O:16]C(C)C.[Li]CCCC. The catalyst is C1COCC1.CCCCCC. The product is [CH2:1]([C:8]1[N:12]([CH3:13])[N:11]=[CH:10][C:9]=1[B:15]([OH:20])[OH:16])[C:2]1[CH:7]=[CH:6][CH:5]=[CH:4][CH:3]=1. The yield is 0.390. (2) The reactants are [NH2:1][C:2]1[CH:7]=[CH:6][C:5]([N+:8]([O-:10])=[O:9])=[CH:4][C:3]=1[OH:11].[BH4-].[Na+].C(=O)([O-])[O-].[K+].[K+].CCOC(C)=O.[F:26][C:27]([F:32])([F:31])[C:28](O)=O. The catalyst is O. The product is [F:26][C:27]([F:32])([F:31])[CH2:28][NH:1][C:2]1[CH:7]=[CH:6][C:5]([N+:8]([O-:10])=[O:9])=[CH:4][C:3]=1[OH:11]. The yield is 0.830. (3) The reactants are [CH3:1][C:2]1([CH3:18])[C:7]([C:8]2[CH:9]=[N:10][C:11]([CH3:17])=[C:12]([N+:14]([O-:16])=[O:15])[CH:13]=2)=[CH:6][CH2:5][NH:4][CH2:3]1.C=O.[C:21](O[BH-](OC(=O)C)OC(=O)C)(=O)C.[Na+]. The catalyst is C(Cl)Cl. The product is [CH3:21][N:4]1[CH2:5][CH:6]=[C:7]([C:8]2[CH:9]=[N:10][C:11]([CH3:17])=[C:12]([N+:14]([O-:16])=[O:15])[CH:13]=2)[C:2]([CH3:18])([CH3:1])[CH2:3]1. The yield is 1.00. (4) The reactants are [Cl:1][C:2]1[N:7]=[C:6]([NH:8][NH:9][C:10](=[O:29])[C@H:11]([CH2:23][CH:24]2[CH2:28][CH2:27][CH2:26][CH2:25]2)[CH2:12][N:13]([O:16]C2CCCCO2)[CH:14]=[O:15])[C:5]([F:30])=[C:4]([NH:31][CH2:32][C:33]2[N:34]=[CH:35][S:36][CH:37]=2)[N:3]=1. The catalyst is C(O)(=O)C.O. The product is [Cl:1][C:2]1[N:7]=[C:6]([NH:8][NH:9][C:10](=[O:29])[C@H:11]([CH2:23][CH:24]2[CH2:25][CH2:26][CH2:27][CH2:28]2)[CH2:12][N:13]([OH:16])[CH:14]=[O:15])[C:5]([F:30])=[C:4]([NH:31][CH2:32][C:33]2[N:34]=[CH:35][S:36][CH:37]=2)[N:3]=1. The yield is 0.520. (5) The reactants are F[C:2]1[CH:7]=[CH:6][C:5]([N+:8]([O-:10])=[O:9])=[C:4]([CH3:11])[CH:3]=1.[CH3:12][S:13]([C:16]1[N:21]=[CH:20][C:19]([OH:22])=[CH:18][CH:17]=1)(=[O:15])=[O:14].C(=O)([O-])[O-].[K+].[K+]. The catalyst is CN(C)C=O. The product is [CH3:11][C:4]1[CH:3]=[C:2]([CH:7]=[CH:6][C:5]=1[N+:8]([O-:10])=[O:9])[O:22][C:19]1[CH:18]=[CH:17][C:16]([S:13]([CH3:12])(=[O:15])=[O:14])=[N:21][CH:20]=1. The yield is 0.670. (6) The reactants are [Br:1]N1C(=O)CCC1=O.[C:9]([O:13][C:14]([N:16]1[CH2:21][CH2:20][N:19]([C:22]2[C:23]3[CH:30]=[CH:29][C:28]([F:31])=[CH:27][C:24]=3[S:25][CH:26]=2)[CH2:18][CH2:17]1)=[O:15])([CH3:12])([CH3:11])[CH3:10]. The catalyst is C(Cl)(Cl)(Cl)Cl. The product is [C:9]([O:13][C:14]([N:16]1[CH2:17][CH2:18][N:19]([C:22]2[C:23]3[CH:30]=[CH:29][C:28]([F:31])=[CH:27][C:24]=3[S:25][C:26]=2[Br:1])[CH2:20][CH2:21]1)=[O:15])([CH3:12])([CH3:10])[CH3:11]. The yield is 0.940. (7) The product is [S:21]1[C:25]2[CH:26]=[CH:27][CH:28]=[CH:29][C:24]=2[N:23]=[C:22]1[C:2]1[C:11]([N:12]([CH3:16])[CH:13]([CH3:15])[CH3:14])=[N:10][C:9]2[C:4](=[CH:5][CH:6]=[C:7]([C:17]([O:19][CH3:20])=[O:18])[CH:8]=2)[N:3]=1. The reactants are Cl[C:2]1[C:11]([N:12]([CH3:16])[CH:13]([CH3:15])[CH3:14])=[N:10][C:9]2[C:4](=[CH:5][CH:6]=[C:7]([C:17]([O:19][CH3:20])=[O:18])[CH:8]=2)[N:3]=1.[S:21]1[C:25]2[CH:26]=[CH:27][CH:28]=[CH:29][C:24]=2[N:23]=[CH:22]1.C(O[K])(C)=O. The yield is 0.0940. The catalyst is C1C=CC([P]([Pd]([P](C2C=CC=CC=2)(C2C=CC=CC=2)C2C=CC=CC=2)([P](C2C=CC=CC=2)(C2C=CC=CC=2)C2C=CC=CC=2)[P](C2C=CC=CC=2)(C2C=CC=CC=2)C2C=CC=CC=2)(C2C=CC=CC=2)C2C=CC=CC=2)=CC=1.